Regression. Given two drug SMILES strings and cell line genomic features, predict the synergy score measuring deviation from expected non-interaction effect. From a dataset of Merck oncology drug combination screen with 23,052 pairs across 39 cell lines. (1) Drug 1: COC12C(COC(N)=O)C3=C(C(=O)C(C)=C(N)C3=O)N1CC1NC12. Drug 2: CCc1cnn2c(NCc3ccc[n+]([O-])c3)cc(N3CCCCC3CCO)nc12. Cell line: PA1. Synergy scores: synergy=3.16. (2) Drug 1: CN1C(=O)C=CC2(C)C3CCC4(C)C(NC(=O)OCC(F)(F)F)CCC4C3CCC12. Drug 2: CC1(c2nc3c(C(N)=O)cccc3[nH]2)CCCN1. Cell line: OCUBM. Synergy scores: synergy=37.2.